This data is from Full USPTO retrosynthesis dataset with 1.9M reactions from patents (1976-2016). The task is: Predict the reactants needed to synthesize the given product. Given the product [C:16]1([CH2:15][CH2:14][NH:22][C:23]([N:8]2[CH2:7][CH2:6][C:5]3[C:10](=[CH:11][C:12]([OH:13])=[C:3]([OH:2])[CH:4]=3)[CH2:9]2)=[S:24])[CH:21]=[CH:20][CH:19]=[CH:18][CH:17]=1, predict the reactants needed to synthesize it. The reactants are: Br.[OH:2][C:3]1[CH:4]=[C:5]2[C:10](=[CH:11][C:12]=1[OH:13])[CH2:9][NH:8][CH2:7][CH2:6]2.[CH2:14]([N:22]=[C:23]=[S:24])[CH2:15][C:16]1[CH:21]=[CH:20][CH:19]=[CH:18][CH:17]=1.